The task is: Predict the reactants needed to synthesize the given product.. This data is from Full USPTO retrosynthesis dataset with 1.9M reactions from patents (1976-2016). Given the product [S:1]1[C:5]2[CH:6]=[CH:7][CH:8]=[CH:9][C:4]=2[NH:3][C:2]1=[C:11]([C:10]#[N:14])[C:12]#[N:13], predict the reactants needed to synthesize it. The reactants are: [S:1]1[C:5]2[CH:6]=[CH:7][CH:8]=[CH:9][C:4]=2[N:3]=[CH:2]1.[C:10](#[N:14])[CH2:11][C:12]#[N:13].[O-]CC.[Na+].